From a dataset of Reaction yield outcomes from USPTO patents with 853,638 reactions. Predict the reaction yield, written as a fraction of the theoretical maximum amount of product (1.0 means a 100% yield; for example, 0.34 means a 34% yield). The reactants are [C:1]([N:5]1[C:9]([CH3:10])=[C:8]([NH:11][C:12]([NH:14][C:15]2[CH:20]=[C:19]([C:21]3[C:32](=[O:33])[N:31]([CH3:34])[C:24]4[N:25]=[C:26](SC)[N:27]=[CH:28][C:23]=4[CH:22]=3)[C:18]([CH3:35])=[CH:17][C:16]=2[F:36])=[O:13])[CH:7]=[N:6]1)([CH3:4])([CH3:3])[CH3:2].C1C=C(Cl)C=C(C(OO)=O)C=1.[CH3:48][NH2:49]. The catalyst is C1COCC1. The product is [C:1]([N:5]1[C:9]([CH3:10])=[C:8]([NH:11][C:12]([NH:14][C:15]2[CH:20]=[C:19]([C:21]3[C:32](=[O:33])[N:31]([CH3:34])[C:24]4[N:25]=[C:26]([NH:49][CH3:48])[N:27]=[CH:28][C:23]=4[CH:22]=3)[C:18]([CH3:35])=[CH:17][C:16]=2[F:36])=[O:13])[CH:7]=[N:6]1)([CH3:4])([CH3:3])[CH3:2]. The yield is 0.500.